From a dataset of Retrosynthesis with 50K atom-mapped reactions and 10 reaction types from USPTO. Predict the reactants needed to synthesize the given product. (1) Given the product CC#CCOc1ccc(CCC(=O)O)cc1OC, predict the reactants needed to synthesize it. The reactants are: CC#CCOc1ccc(CCC(=O)OCC)cc1OC. (2) Given the product O=C(CC1CCOCC1)Oc1cc(=O)n(-c2ccccc2)c2ncccc12, predict the reactants needed to synthesize it. The reactants are: O=C(Cl)CC1CCOCC1.O=c1cc(O)c2cccnc2n1-c1ccccc1. (3) Given the product C[C@@H](CO)Oc1cc(Oc2ccc3c(ccn3C)c2)cc(C(=O)Nc2ccn(C)n2)c1, predict the reactants needed to synthesize it. The reactants are: C[C@@H](CO[Si](C)(C)C(C)(C)C)Oc1cc(Oc2ccc3c(ccn3C)c2)cc(C(=O)Nc2ccn(C)n2)c1.